Dataset: Catalyst prediction with 721,799 reactions and 888 catalyst types from USPTO. Task: Predict which catalyst facilitates the given reaction. Reactant: [Cl:1][C:2]1[CH:9]=[C:8]([C:10]([F:13])([F:12])[F:11])[CH:7]=[CH:6][C:3]=1[CH2:4]Br.[H-].[Na+].[F:16][C:17]([F:26])([F:25])[CH2:18][CH2:19][CH:20]([C:23]#[N:24])[C:21]#[N:22]. Product: [Cl:1][C:2]1[CH:9]=[C:8]([C:10]([F:13])([F:12])[F:11])[CH:7]=[CH:6][C:3]=1[CH2:4][C:20]([CH2:19][CH2:18][C:17]([F:16])([F:25])[F:26])([C:21]#[N:22])[C:23]#[N:24]. The catalyst class is: 9.